From a dataset of NCI-60 drug combinations with 297,098 pairs across 59 cell lines. Regression. Given two drug SMILES strings and cell line genomic features, predict the synergy score measuring deviation from expected non-interaction effect. (1) Drug 1: C1=NC2=C(N=C(N=C2N1C3C(C(C(O3)CO)O)F)Cl)N. Drug 2: CC(C)(C#N)C1=CC(=CC(=C1)CN2C=NC=N2)C(C)(C)C#N. Cell line: RXF 393. Synergy scores: CSS=0.323, Synergy_ZIP=-0.637, Synergy_Bliss=-2.26, Synergy_Loewe=-1.56, Synergy_HSA=-2.25. (2) Drug 2: CC1C(C(CC(O1)OC2CC(CC3=C2C(=C4C(=C3O)C(=O)C5=C(C4=O)C(=CC=C5)OC)O)(C(=O)CO)O)N)O.Cl. Cell line: NCI/ADR-RES. Drug 1: C1CCN(CC1)CCOC2=CC=C(C=C2)C(=O)C3=C(SC4=C3C=CC(=C4)O)C5=CC=C(C=C5)O. Synergy scores: CSS=6.91, Synergy_ZIP=-4.59, Synergy_Bliss=-2.02, Synergy_Loewe=-1.84, Synergy_HSA=-2.00. (3) Drug 1: CC1=C2C(C(=O)C3(C(CC4C(C3C(C(C2(C)C)(CC1OC(=O)C(C(C5=CC=CC=C5)NC(=O)OC(C)(C)C)O)O)OC(=O)C6=CC=CC=C6)(CO4)OC(=O)C)OC)C)OC. Drug 2: CN(C(=O)NC(C=O)C(C(C(CO)O)O)O)N=O. Cell line: MDA-MB-435. Synergy scores: CSS=21.4, Synergy_ZIP=-2.03, Synergy_Bliss=-13.6, Synergy_Loewe=-39.8, Synergy_HSA=-12.6. (4) Drug 2: CN(C(=O)NC(C=O)C(C(C(CO)O)O)O)N=O. Synergy scores: CSS=-0.233, Synergy_ZIP=2.07, Synergy_Bliss=3.40, Synergy_Loewe=-1.66, Synergy_HSA=0.0617. Drug 1: CC1=C(C=C(C=C1)NC(=O)C2=CC=C(C=C2)CN3CCN(CC3)C)NC4=NC=CC(=N4)C5=CN=CC=C5. Cell line: NCI-H460. (5) Drug 1: COC1=NC(=NC2=C1N=CN2C3C(C(C(O3)CO)O)O)N. Drug 2: CC1C(C(CC(O1)OC2CC(CC3=C2C(=C4C(=C3O)C(=O)C5=CC=CC=C5C4=O)O)(C(=O)C)O)N)O. Cell line: MDA-MB-231. Synergy scores: CSS=38.0, Synergy_ZIP=-5.23, Synergy_Bliss=-5.28, Synergy_Loewe=-7.49, Synergy_HSA=-1.46. (6) Drug 1: C1=NC2=C(N=C(N=C2N1C3C(C(C(O3)CO)O)F)Cl)N. Drug 2: CCC1(CC2CC(C3=C(CCN(C2)C1)C4=CC=CC=C4N3)(C5=C(C=C6C(=C5)C78CCN9C7C(C=CC9)(C(C(C8N6C)(C(=O)OC)O)OC(=O)C)CC)OC)C(=O)OC)O.OS(=O)(=O)O. Cell line: OVCAR-8. Synergy scores: CSS=-2.01, Synergy_ZIP=1.27, Synergy_Bliss=-0.100, Synergy_Loewe=-2.04, Synergy_HSA=-2.92. (7) Drug 1: CC1=C2C(C(=O)C3(C(CC4C(C3C(C(C2(C)C)(CC1OC(=O)C(C(C5=CC=CC=C5)NC(=O)OC(C)(C)C)O)O)OC(=O)C6=CC=CC=C6)(CO4)OC(=O)C)OC)C)OC. Drug 2: CS(=O)(=O)OCCCCOS(=O)(=O)C. Cell line: RXF 393. Synergy scores: CSS=11.0, Synergy_ZIP=-12.3, Synergy_Bliss=-20.8, Synergy_Loewe=-20.4, Synergy_HSA=-17.7. (8) Drug 1: CC1=C(C(=O)C2=C(C1=O)N3CC4C(C3(C2COC(=O)N)OC)N4)N. Drug 2: C(CN)CNCCSP(=O)(O)O. Cell line: TK-10. Synergy scores: CSS=18.1, Synergy_ZIP=0.797, Synergy_Bliss=9.30, Synergy_Loewe=-5.30, Synergy_HSA=1.97. (9) Drug 1: C1CC(=O)NC(=O)C1N2CC3=C(C2=O)C=CC=C3N. Drug 2: C1=CC(=CC=C1C#N)C(C2=CC=C(C=C2)C#N)N3C=NC=N3. Cell line: SK-MEL-5. Synergy scores: CSS=-1.52, Synergy_ZIP=1.79, Synergy_Bliss=0.483, Synergy_Loewe=-1.69, Synergy_HSA=-2.47.